This data is from Forward reaction prediction with 1.9M reactions from USPTO patents (1976-2016). The task is: Predict the product of the given reaction. (1) The product is: [Cl:1][C:2]1[CH:3]=[C:4]([C:8]([OH:9])([C:10]2[CH:11]=[N:12][C:13]([C:16]([F:18])([F:19])[F:17])=[CH:14][CH:15]=2)[C:20]2[CH:29]=[C:28]3[C:27](=[CH:22][CH:21]=2)[N:26]=[C:25]([C:38]#[N:39])[C:24]([C:31]2[CH:32]=[CH:33][CH:34]=[CH:35][CH:36]=2)=[CH:23]3)[CH:5]=[CH:6][CH:7]=1. Given the reactants [Cl:1][C:2]1[CH:3]=[C:4]([C:8]([C:20]2[CH:21]=[C:22]3[C:27](=[CH:28][CH:29]=2)[N:26]=[C:25](Cl)[C:24]([C:31]2[CH:36]=[CH:35][CH:34]=[CH:33][CH:32]=2)=[C:23]3Cl)([C:10]2[CH:11]=[N:12][C:13]([C:16]([F:19])([F:18])[F:17])=[CH:14][CH:15]=2)[OH:9])[CH:5]=[CH:6][CH:7]=1.[CH3:38][N:39](C)C(=O)C, predict the reaction product. (2) Given the reactants [CH2:1]([O:8][N:9]([C:21](=[O:28])[CH2:22][C:23]([O:25][CH2:26][CH3:27])=[O:24])[C:10]1[N:19]=[CH:18][C:17]([Br:20])=[CH:16][C:11]=1[C:12]([O:14]C)=O)[C:2]1[CH:7]=[CH:6][CH:5]=[CH:4][CH:3]=1.[O-]CC.[Na+].Cl, predict the reaction product. The product is: [CH2:1]([O:8][N:9]1[C:10]2[C:11](=[CH:16][C:17]([Br:20])=[CH:18][N:19]=2)[C:12]([OH:14])=[C:22]([C:23]([O:25][CH2:26][CH3:27])=[O:24])[C:21]1=[O:28])[C:2]1[CH:7]=[CH:6][CH:5]=[CH:4][CH:3]=1. (3) Given the reactants [Br:1][C:2]1[CH:7]=[CH:6][C:5]([SH:8])=[CH:4][CH:3]=1.C(=O)([O-])[O-].[K+].[K+].[CH:15]1([CH2:18]Br)[CH2:17][CH2:16]1, predict the reaction product. The product is: [Br:1][C:2]1[CH:7]=[CH:6][C:5]([S:8][CH2:18][CH:15]2[CH2:17][CH2:16]2)=[CH:4][CH:3]=1. (4) Given the reactants NN.[OH-].[K+].[CH2:5]([C:7]1[O:8][C:9]2[CH:15]=[CH:14][C:13](OC)=[CH:12][C:10]=2[CH:11]=1)[CH3:6].C(C1OC2C=C(OC)C=CC=2C=1)C.C(C1OC2C(OC)=CC=CC=2C=1)C, predict the reaction product. The product is: [CH2:5]([C:7]1[O:8][C:9]2[CH:15]=[CH:14][CH:13]=[CH:12][C:10]=2[CH:11]=1)[CH3:6]. (5) Given the reactants [C:1]([O:5][C:6]([N:8]1[CH2:13][CH2:12][CH2:11][C@@H:10]([C:14](=[O:30])[NH:15][C:16]2[CH:21]=[C:20]([C:22]3[CH:27]=[CH:26][CH:25]=[C:24](F)[N:23]=3)[C:19]([Cl:29])=[CH:18][N:17]=2)[CH2:9]1)=[O:7])([CH3:4])([CH3:3])[CH3:2].[CH:31]1([CH2:37][NH2:38])[CH2:36][CH2:35][CH2:34][CH2:33][CH2:32]1, predict the reaction product. The product is: [C:1]([O:5][C:6]([N:8]1[CH2:13][CH2:12][CH2:11][C@@H:10]([C:14](=[O:30])[NH:15][C:16]2[CH:21]=[C:20]([C:22]3[CH:27]=[CH:26][CH:25]=[C:24]([NH:38][CH2:37][CH:31]4[CH2:36][CH2:35][CH2:34][CH2:33][CH2:32]4)[N:23]=3)[C:19]([Cl:29])=[CH:18][N:17]=2)[CH2:9]1)=[O:7])([CH3:4])([CH3:3])[CH3:2]. (6) The product is: [CH:36]1([C:33]2[N:34]=[CH:35][C:30]([C:28]([NH:27][C:24]3[CH:25]=[CH:26][C:21]([C@@H:17]4[O:18][CH2:19][CH2:20][NH:15][CH2:16]4)=[CH:22][C:23]=3[F:39])=[O:29])=[N:31][CH:32]=2)[CH2:37][CH2:38]1. Given the reactants FC(F)(F)C(O)=O.C(OC([N:15]1[CH2:20][CH2:19][O:18][C@@H:17]([C:21]2[CH:26]=[CH:25][C:24]([NH:27][C:28]([C:30]3[CH:35]=[N:34][C:33]([CH:36]4[CH2:38][CH2:37]4)=[CH:32][N:31]=3)=[O:29])=[C:23]([F:39])[CH:22]=2)[CH2:16]1)=O)(C)(C)C.[OH-].[Na+], predict the reaction product.